From a dataset of Forward reaction prediction with 1.9M reactions from USPTO patents (1976-2016). Predict the product of the given reaction. Given the reactants Br[C:2]1[CH:3]=[C:4]([CH:21]=[C:22]([O:24][CH2:25][CH:26]2[CH2:28][CH2:27]2)[CH:23]=1)[CH2:5][O:6][C:7]1[CH:12]=[CH:11][CH:10]=[CH:9][C:8]=1[CH2:13][C:14]([O:16][C:17]([CH3:20])([CH3:19])[CH3:18])=[O:15].[OH:29][CH2:30][C@@H:31]([NH:47][C:48](=[O:54])[O:49][C:50]([CH3:53])([CH3:52])[CH3:51])[C:32]1[CH:37]=[CH:36][CH:35]=[C:34](B2OC(C)(C)C(C)(C)O2)[CH:33]=1, predict the reaction product. The product is: [C:50]([O:49][C:48]([NH:47][C@@H:31]([C:32]1[CH:37]=[C:36]([C:2]2[CH:23]=[C:22]([O:24][CH2:25][CH:26]3[CH2:28][CH2:27]3)[CH:21]=[C:4]([CH2:5][O:6][C:7]3[CH:12]=[CH:11][CH:10]=[CH:9][C:8]=3[CH2:13][C:14]([O:16][C:17]([CH3:20])([CH3:19])[CH3:18])=[O:15])[CH:3]=2)[CH:35]=[CH:34][CH:33]=1)[CH2:30][OH:29])=[O:54])([CH3:53])([CH3:51])[CH3:52].